Predict the reaction yield, written as a fraction of the theoretical maximum amount of product (1.0 means a 100% yield; for example, 0.34 means a 34% yield). From a dataset of Reaction yield outcomes from USPTO patents with 853,638 reactions. (1) The reactants are [C:1]([O:5][C:6]([N:8]1[CH:13]([C:14]2[NH:15][C:16]([C:19]3[CH:24]=[CH:23][C:22](B4OC(C)(C)C(C)(C)O4)=[CH:21][CH:20]=3)=[CH:17][N:18]=2)[CH:12]2[CH2:34][CH:9]1[CH2:10][CH2:11]2)=[O:7])([CH3:4])([CH3:3])[CH3:2].[C:35]([O:39][C:40]([N:42]1[CH:47]([C:48]2[NH:49][C:50]([C:53]3[CH:58]=[CH:57][C:56](Br)=[CH:55][CH:54]=3)=[CH:51][N:52]=2)[CH2:46][CH:45]2[CH:43]1[CH2:44]2)=[O:41])([CH3:38])([CH3:37])[CH3:36].P([O-])([O-])([O-])=O.[K+].[K+].[K+]. The catalyst is COCCOC.C1C=CC([P]([Pd]([P](C2C=CC=CC=2)(C2C=CC=CC=2)C2C=CC=CC=2)([P](C2C=CC=CC=2)(C2C=CC=CC=2)C2C=CC=CC=2)[P](C2C=CC=CC=2)(C2C=CC=CC=2)C2C=CC=CC=2)(C2C=CC=CC=2)C2C=CC=CC=2)=CC=1. The product is [C:1]([O:5][C:6]([N:8]1[CH:13]([C:14]2[NH:15][C:16]([C:19]3[CH:24]=[CH:23][C:22]([C:56]4[CH:55]=[CH:54][C:53]([C:50]5[NH:49][C:48]([CH:47]6[CH2:46][CH:45]7[CH:43]([CH2:44]7)[N:42]6[C:40]([O:39][C:35]([CH3:37])([CH3:36])[CH3:38])=[O:41])=[N:52][CH:51]=5)=[CH:58][CH:57]=4)=[CH:21][CH:20]=3)=[CH:17][N:18]=2)[CH:12]2[CH2:34][CH:9]1[CH2:10][CH2:11]2)=[O:7])([CH3:4])([CH3:2])[CH3:3]. The yield is 0.620. (2) The reactants are [CH3:1][O:2][C:3]1[CH:24]=[CH:23][CH:22]=[CH:21][C:4]=1[CH2:5][N:6]1[C:14](=[O:15])[C:13]2[C:8](=[CH:9][CH:10]=[CH:11][CH:12]=2)[CH:7]1[C:16]([O:18]CC)=[O:17].Cl. The catalyst is CO. The product is [CH3:1][O:2][C:3]1[CH:24]=[CH:23][CH:22]=[CH:21][C:4]=1[CH2:5][N:6]1[C:14](=[O:15])[C:13]2[C:8](=[CH:9][CH:10]=[CH:11][CH:12]=2)[CH:7]1[C:16]([OH:18])=[O:17]. The yield is 0.960. (3) The reactants are [OH:1][C:2]([CH2:4][CH2:5][CH2:6][CH2:7][C@H:8]1[C@@H:16]2[C@@H:11]([NH:12][C:13]([NH:15]2)=[O:14])[CH2:10][S:9]1)=[O:3].C1(N=C=NC2CCCCC2)CCCCC1.N1C=CC=CC=1.O[N:39]1[C:43](=[O:44])[CH2:42][CH2:41][C:40]1=[O:45]. The catalyst is CN(C=O)C. The product is [O:45]=[C:40]1[CH2:41][CH2:42][C:43](=[O:44])[N:39]1[O:3][C:2](=[O:1])[CH2:4][CH2:5][CH2:6][CH2:7][CH:8]1[CH:16]2[CH:11]([NH:12][C:13](=[O:14])[NH:15]2)[CH2:10][S:9]1. The yield is 0.824. (4) The reactants are [CH3:1][C:2]1[CH:7]=[N:6][C:5]([CH3:8])=[CH:4][N:3]=1.C[N:10](C)C1C=CC=CC=1. No catalyst specified. The product is [CH3:8][C:5]1[C:4]([NH2:10])=[N:3][C:2]([CH3:1])=[CH:7][N:6]=1. The yield is 0.100.